From a dataset of Forward reaction prediction with 1.9M reactions from USPTO patents (1976-2016). Predict the product of the given reaction. (1) The product is: [Cl:10][C:11]1[C:16]([C:17]2([F:7])[CH2:20][CH2:19][CH2:18]2)=[CH:15][CH:14]=[C:13]([CH3:22])[N:12]=1. Given the reactants C(N(S(F)(F)[F:7])CC)C.[Cl:10][C:11]1[C:16]([C:17]2(O)[CH2:20][CH2:19][CH2:18]2)=[CH:15][CH:14]=[C:13]([CH3:22])[N:12]=1, predict the reaction product. (2) Given the reactants Br[CH2:2][C:3](=O)[C:4]([O:6][CH2:7][CH3:8])=[O:5].[NH2:10][C:11]([NH2:13])=[O:12], predict the reaction product. The product is: [CH2:7]([O:6][C:4]([C:3]1[N:10]=[C:11]([NH2:13])[O:12][CH:2]=1)=[O:5])[CH3:8]. (3) Given the reactants C(OCC[N:11]1[CH:15]=[CH:14][C:13]([C:16]2[CH:21]=[CH:20][CH:19]=[CH:18][CH:17]=2)=[N:12]1)C1C=CC=CC=1.[C:22](O)(=[O:24])[CH3:23], predict the reaction product. The product is: [C:16]1([C:13]2[CH:14]=[C:15]([CH2:23][CH2:22][OH:24])[NH:11][N:12]=2)[CH:17]=[CH:18][CH:19]=[CH:20][CH:21]=1. (4) Given the reactants [C:1]([C:3]1[CH:11]=[C:10]2[C:6]([C:7]([CH:24]3[CH2:29][CH2:28][CH2:27][CH2:26][CH2:25]3)=[C:8]([C:18]3[CH:23]=[CH:22][CH:21]=[CH:20][CH:19]=3)[N:9]2[CH2:12][C:13]([N:15]([CH3:17])[CH3:16])=[O:14])=[CH:5][CH:4]=1)#[N:2].[Sn]([N:43]=[N+:44]=[N-:45])(CCCC)(CCCC)CCCC, predict the reaction product. The product is: [CH:24]1([C:7]2[C:6]3[C:10](=[CH:11][C:3]([C:1]4[NH:45][N:44]=[N:43][N:2]=4)=[CH:4][CH:5]=3)[N:9]([CH2:12][C:13]([N:15]([CH3:17])[CH3:16])=[O:14])[C:8]=2[C:18]2[CH:23]=[CH:22][CH:21]=[CH:20][CH:19]=2)[CH2:29][CH2:28][CH2:27][CH2:26][CH2:25]1. (5) The product is: [N+:1]([C:4]1[CH:9]=[CH:8][CH:7]=[CH:6][C:5]=1[CH2:10][CH2:13][CH2:12][C:11]([O-:15])=[O:14])([O-:3])=[O:2].[N+:1]([C:4]1[CH:9]=[CH:8][CH:7]=[CH:6][C:5]=1[CH2:10][CH2:18][CH2:17][C:16]([NH2:20])=[O:19])([O-:3])=[O:2]. Given the reactants [N+:1]([C:4]1[CH:9]=[CH:8][CH:7]=[CH:6][C:5]=1[CH3:10])([O-:3])=[O:2].[C:11]([O-:15])(=[O:14])[CH:12]=[CH2:13].[C:16]([NH2:20])(=[O:19])[CH:17]=[CH2:18], predict the reaction product. (6) Given the reactants [NH2:1][CH2:2][CH2:3][N:4]1[CH:8]=[CH:7][C:6]([C:9]2[CH:16]=[CH:15][C:12]([C:13]#[N:14])=[C:11]([N+:17]([O-:19])=[O:18])[CH:10]=2)=[N:5]1.[C:20]([C:23]1[CH:27]=[C:26]([C:28](O)=[O:29])[NH:25][N:24]=1)(=[O:22])[CH3:21], predict the reaction product. The product is: [C:20]([C:23]1[CH:27]=[C:26]([C:28]([NH:1][CH2:2][CH2:3][N:4]2[CH:8]=[CH:7][C:6]([C:9]3[CH:16]=[CH:15][C:12]([C:13]#[N:14])=[C:11]([N+:17]([O-:19])=[O:18])[CH:10]=3)=[N:5]2)=[O:29])[NH:25][N:24]=1)(=[O:22])[CH3:21]. (7) Given the reactants C[O:2][C:3]([C:5]1[N:6]=[CH:7][O:8][C:9]=1[CH:10]1[CH2:15][CH2:14][N:13]([C:16]([O:18][C:19]([CH3:22])([CH3:21])[CH3:20])=[O:17])[CH2:12][CH2:11]1)=[O:4].[OH-].[Na+], predict the reaction product. The product is: [C:19]([O:18][C:16]([N:13]1[CH2:14][CH2:15][CH:10]([C:9]2[O:8][CH:7]=[N:6][C:5]=2[C:3]([OH:4])=[O:2])[CH2:11][CH2:12]1)=[O:17])([CH3:22])([CH3:20])[CH3:21]. (8) Given the reactants Cl[C:2]1[CH:3]=[C:4]2[CH:10]=[C:9]([C:11]3([CH3:14])[CH2:13][CH2:12]3)[NH:8][C:5]2=[CH:6][N:7]=1.[NH3:15], predict the reaction product. The product is: [CH3:14][C:11]1([C:9]2[NH:8][C:5]3=[CH:6][N:7]=[C:2]([NH2:15])[CH:3]=[C:4]3[CH:10]=2)[CH2:13][CH2:12]1. (9) Given the reactants BrC1C=CC(O)=C(C2C=[CH:16][C:15]3[C:10](=[CH:11][CH:12]=[C:13]([C:18]4[N:22]([CH:23]5[CH2:28][CH2:27][CH2:26][CH2:25][CH2:24]5)[C:21]5[CH:29]=[CH:30][C:31]([C:33]([OH:35])=[O:34])=[CH:32][C:20]=5[N:19]=4)[CH:14]=3)[N:9]=2)C=1.[CH3:37][O:38][C:39]1[CH:40]=[C:41]([C:53](=O)[CH3:54])[C:42]([C:45]2[CH:50]=[CH:49][CH:48]=[CH:47][C:46]=2[O:51][CH3:52])=[CH:43][CH:44]=1.[OH-].[K+], predict the reaction product. The product is: [CH:23]1([N:22]2[C:21]3[CH:29]=[CH:30][C:31]([C:33]([OH:35])=[O:34])=[CH:32][C:20]=3[N:19]=[C:18]2[C:13]2[CH:14]=[C:15]3[C:10](=[CH:11][CH:12]=2)[N:9]=[C:53]([C:41]2[C:42]([C:45]4[CH:50]=[CH:49][CH:48]=[CH:47][C:46]=4[O:51][CH3:52])=[CH:43][CH:44]=[C:39]([O:38][CH3:37])[CH:40]=2)[CH:54]=[CH:16]3)[CH2:24][CH2:25][CH2:26][CH2:27][CH2:28]1. (10) Given the reactants [NH2:1][C:2]1[C:11]2[C:6](=[C:7](Br)[CH:8]=[CH:9][CH:10]=2)[N:5]=[N:4][C:3]=1[C:13]([NH:15][CH2:16][CH2:17][CH3:18])=[O:14].[F:19][C:20]1[CH:25]=[CH:24][C:23]([CH3:26])=[CH:22][C:21]=1B(O)O, predict the reaction product. The product is: [NH2:1][C:2]1[C:11]2[C:6](=[C:7]([C:21]3[CH:22]=[C:23]([CH3:26])[CH:24]=[CH:25][C:20]=3[F:19])[CH:8]=[CH:9][CH:10]=2)[N:5]=[N:4][C:3]=1[C:13]([NH:15][CH2:16][CH2:17][CH3:18])=[O:14].